From a dataset of CYP1A2 inhibition data for predicting drug metabolism from PubChem BioAssay. Regression/Classification. Given a drug SMILES string, predict its absorption, distribution, metabolism, or excretion properties. Task type varies by dataset: regression for continuous measurements (e.g., permeability, clearance, half-life) or binary classification for categorical outcomes (e.g., BBB penetration, CYP inhibition). Dataset: cyp1a2_veith. (1) The compound is COC(=O)C1CC1C(NC(=O)[C@H]1CCCCN1)c1ccccc1. The result is 0 (non-inhibitor). (2) The drug is C[N+]1(C)[C@H]2CC(OC(=O)[C@@H](CO)c3ccccc3)C[C@@H]1[C@@H]1O[C@@H]12. The result is 0 (non-inhibitor).